Dataset: NCI-60 drug combinations with 297,098 pairs across 59 cell lines. Task: Regression. Given two drug SMILES strings and cell line genomic features, predict the synergy score measuring deviation from expected non-interaction effect. (1) Drug 1: C1C(C(OC1N2C=NC3=C(N=C(N=C32)Cl)N)CO)O. Drug 2: CC1C(C(CC(O1)OC2CC(CC3=C2C(=C4C(=C3O)C(=O)C5=CC=CC=C5C4=O)O)(C(=O)C)O)N)O. Cell line: SF-268. Synergy scores: CSS=39.9, Synergy_ZIP=1.87, Synergy_Bliss=3.42, Synergy_Loewe=-9.85, Synergy_HSA=4.53. (2) Drug 1: CN1C(=O)N2C=NC(=C2N=N1)C(=O)N. Drug 2: C1CN1C2=NC(=NC(=N2)N3CC3)N4CC4. Cell line: SNB-19. Synergy scores: CSS=24.3, Synergy_ZIP=-1.09, Synergy_Bliss=2.22, Synergy_Loewe=-21.2, Synergy_HSA=0.318.